This data is from Reaction yield outcomes from USPTO patents with 853,638 reactions. The task is: Predict the reaction yield, written as a fraction of the theoretical maximum amount of product (1.0 means a 100% yield; for example, 0.34 means a 34% yield). (1) The reactants are Br[C:2]1[O:6][C:5]([CH2:7][O:8][CH3:9])=[C:4]([C:10]([O:12][CH3:13])=[O:11])[CH:3]=1.[F:14][C:15]1[CH:20]=[CH:19][C:18](B(O)O)=[CH:17][CH:16]=1.C(=O)([O-])[O-].[Na+].[Na+].COCCOC. The catalyst is C1C=CC([P]([Pd]([P](C2C=CC=CC=2)(C2C=CC=CC=2)C2C=CC=CC=2)([P](C2C=CC=CC=2)(C2C=CC=CC=2)C2C=CC=CC=2)[P](C2C=CC=CC=2)(C2C=CC=CC=2)C2C=CC=CC=2)(C2C=CC=CC=2)C2C=CC=CC=2)=CC=1.O. The product is [F:14][C:15]1[CH:20]=[CH:19][C:18]([C:2]2[O:6][C:5]([CH2:7][O:8][CH3:9])=[C:4]([C:10]([O:12][CH3:13])=[O:11])[CH:3]=2)=[CH:17][CH:16]=1. The yield is 0.910. (2) The reactants are [Br:1][C:2]1[CH:3]=[CH:4][C:5]([F:10])=[C:6]([CH:9]=1)[C:7]#[N:8].[NH4+]=[S:12].C(N(CC)CC)C. The catalyst is N1C=CC=CC=1. The product is [Br:1][C:2]1[CH:3]=[CH:4][C:5]([F:10])=[C:6]([C:7](=[S:12])[NH2:8])[CH:9]=1. The yield is 0.940. (3) The reactants are [CH2:1]([O:3][C:4](=[O:22])/[CH:5]=[CH:6]/[C:7]1[CH:12]=[CH:11][C:10]([O:13]CC2C=CC=CC=2)=[CH:9][C:8]=1[CH3:21])[CH3:2]. The catalyst is O1CCCC1.[Pd]. The product is [CH2:1]([O:3][C:4](=[O:22])[CH2:5][CH2:6][C:7]1[CH:12]=[CH:11][C:10]([OH:13])=[CH:9][C:8]=1[CH3:21])[CH3:2]. The yield is 1.00. (4) The reactants are C(=O)([O-])O.[Na+].[C:6]([O:10][C:11]([N:13]1[CH2:18][CH2:17][N:16]([CH2:19][CH2:20][CH2:21]O)[C:15](=[O:23])[C@@H:14]1[CH3:24])=[O:12])([CH3:9])([CH3:8])[CH3:7].[Br-].[K+].Cl[O-].[Na+].[NH:30]1[CH2:35][CH2:34][CH2:33][CH2:32][CH2:31]1.C(O)(=O)C.C(O[BH-](OC(=O)C)OC(=O)C)(=O)C.[Na+]. The catalyst is ClCCl.CC1(C)N([O])C(C)(C)CCC1. The product is [C:6]([O:10][C:11]([N:13]1[CH2:18][CH2:17][N:16]([CH2:19][CH2:20][CH2:21][N:30]2[CH2:35][CH2:34][CH2:33][CH2:32][CH2:31]2)[C:15](=[O:23])[C@@H:14]1[CH3:24])=[O:12])([CH3:9])([CH3:8])[CH3:7]. The yield is 0.860. (5) The reactants are [CH3:1][C:2]1[N:40]=[C:5]2[N:6]([C@H:29]3[CH2:34][CH2:33][C@H:32]([O:35][CH2:36][C:37](=[O:39])[CH3:38])[CH2:31][CH2:30]3)[C:7](=[O:28])[C:8]([CH2:13][C:14]3[CH:19]=[CH:18][C:17]([C:20]4[C:21]([C:26]#[N:27])=[CH:22][CH:23]=[CH:24][CH:25]=4)=[CH:16][CH:15]=3)=[C:9]([CH2:10][CH2:11][CH3:12])[N:4]2[N:3]=1.C(N(C(C)C)CC)(C)C.FC(F)(F)S(O[Si:56]([C:59]([CH3:62])([CH3:61])[CH3:60])([CH3:58])[CH3:57])(=O)=O. The catalyst is C(Cl)Cl.C(OCC)(=O)C. The product is [Si:56]([O:39][C:37](=[CH2:38])[CH2:36][O:35][C@H:32]1[CH2:31][CH2:30][C@H:29]([N:6]2[C:7](=[O:28])[C:8]([CH2:13][C:14]3[CH:15]=[CH:16][C:17]([C:20]4[C:21]([C:26]#[N:27])=[CH:22][CH:23]=[CH:24][CH:25]=4)=[CH:18][CH:19]=3)=[C:9]([CH2:10][CH2:11][CH3:12])[N:4]3[N:3]=[C:2]([CH3:1])[N:40]=[C:5]23)[CH2:34][CH2:33]1)([C:59]([CH3:62])([CH3:61])[CH3:60])([CH3:58])[CH3:57]. The yield is 0.720. (6) The reactants are C(OC([N:11]1[CH2:16][CH2:15][CH2:14][C:13]([NH:23][C:24](=[O:41])[C:25]2[C:30]([C:31]([F:34])([F:33])[F:32])=[CH:29][C:28]([C:35]([F:38])([F:37])[F:36])=[CH:27][C:26]=2[O:39][CH3:40])([C:17]2[CH:22]=[CH:21][CH:20]=[CH:19][CH:18]=2)[CH2:12]1)=O)C1C=CC=CC=1. The catalyst is CO.[Pd]. The product is [CH3:40][O:39][C:26]1[CH:27]=[C:28]([C:35]([F:36])([F:37])[F:38])[CH:29]=[C:30]([C:31]([F:34])([F:32])[F:33])[C:25]=1[C:24]([NH:23][C:13]1([C:17]2[CH:18]=[CH:19][CH:20]=[CH:21][CH:22]=2)[CH2:14][CH2:15][CH2:16][NH:11][CH2:12]1)=[O:41]. The yield is 0.960. (7) The reactants are [Br:1][C:2]1[CH:3]=[C:4]2[C:9](=[C:10]([CH3:12])[CH:11]=1)[N:8]=[CH:7][CH:6]=[C:5]2O.P(Cl)(Cl)([Cl:16])=O.[OH-].[NH4+]. No catalyst specified. The product is [Br:1][C:2]1[CH:3]=[C:4]2[C:9](=[C:10]([CH3:12])[CH:11]=1)[N:8]=[CH:7][CH:6]=[C:5]2[Cl:16]. The yield is 0.950. (8) The reactants are [C:1]([Br:5])(Br)(Br)Br.OC[C:8]1[CH:13]=[CH:12][CH:11]=[C:10]([C:14]([O:17][CH3:18])([CH3:16])[CH3:15])[N:9]=1.C1(P(C2C=CC=CC=2)C2C=CC=CC=2)C=CC=CC=1. The catalyst is C(Cl)Cl. The product is [Br:5][CH2:1][C:8]1[CH:13]=[CH:12][CH:11]=[C:10]([C:14]([O:17][CH3:18])([CH3:15])[CH3:16])[N:9]=1. The yield is 0.750.